Dataset: TCR-epitope binding with 47,182 pairs between 192 epitopes and 23,139 TCRs. Task: Binary Classification. Given a T-cell receptor sequence (or CDR3 region) and an epitope sequence, predict whether binding occurs between them. (1) The epitope is MLNIPSINV. The TCR CDR3 sequence is CASSFTGIAETQYF. Result: 1 (the TCR binds to the epitope). (2) The epitope is GILGFVFTL. The TCR CDR3 sequence is CSARGLPYDHEQFF. Result: 1 (the TCR binds to the epitope). (3) The epitope is LLDFVRFMGV. The TCR CDR3 sequence is CASSQTPGFTYEQYF. Result: 0 (the TCR does not bind to the epitope). (4) The epitope is FVRATATIPI. The TCR CDR3 sequence is CASSQDVNRITDTQYF. Result: 1 (the TCR binds to the epitope). (5) The epitope is NLVPMVATV. The TCR CDR3 sequence is CATSRVSGFGTEAFF. Result: 1 (the TCR binds to the epitope).